This data is from Catalyst prediction with 721,799 reactions and 888 catalyst types from USPTO. The task is: Predict which catalyst facilitates the given reaction. Reactant: [Si]([O:8][CH2:9][C:10]1[CH:11]=[C:12]2[C:17](=[N:18][C:19]=1[CH:20](OC)[O:21]C)[N:16]([C:25]([NH:27][C:28]1[CH:33]=[C:32]([NH:34][CH2:35][CH2:36][O:37][CH3:38])[C:31]([C:39]#[N:40])=[CH:30][N:29]=1)=[O:26])[CH2:15][CH2:14][CH2:13]2)(C(C)(C)C)(C)C.O.Cl. Product: [C:39]([C:31]1[C:32]([NH:34][CH2:35][CH2:36][O:37][CH3:38])=[CH:33][C:28]([NH:27][C:25]([N:16]2[C:17]3[C:12](=[CH:11][C:10]([CH2:9][OH:8])=[C:19]([CH:20]=[O:21])[N:18]=3)[CH2:13][CH2:14][CH2:15]2)=[O:26])=[N:29][CH:30]=1)#[N:40]. The catalyst class is: 1.